This data is from Reaction yield outcomes from USPTO patents with 853,638 reactions. The task is: Predict the reaction yield, written as a fraction of the theoretical maximum amount of product (1.0 means a 100% yield; for example, 0.34 means a 34% yield). (1) The reactants are [O:1]=[C:2]1[CH2:10][C:9]2[C:4](=[CH:5][CH:6]=[C:7]([S:11]([NH2:14])(=[O:13])=[O:12])[CH:8]=2)[NH:3]1.[N:15]1([CH2:21][CH2:22][O:23][C:24]2[CH:25]=[C:26]3[C:30](=[CH:31][CH:32]=2)[NH:29][C:28]([CH:33]=O)=[CH:27]3)[CH2:20][CH2:19][O:18][CH2:17][CH2:16]1.N1CCCCC1. The catalyst is C(O)C. The product is [N:15]1([CH2:21][CH2:22][O:23][C:24]2[CH:25]=[C:26]3[C:30](=[CH:31][CH:32]=2)[NH:29][C:28]([CH:33]=[C:10]2[C:9]4[C:4](=[CH:5][CH:6]=[C:7]([S:11]([NH2:14])(=[O:12])=[O:13])[CH:8]=4)[NH:3][C:2]2=[O:1])=[CH:27]3)[CH2:16][CH2:17][O:18][CH2:19][CH2:20]1. The yield is 0.620. (2) The reactants are [N:1]1[N:2]([C:6]2[N:11]=[CH:10][C:9]([NH2:12])=[CH:8][CH:7]=2)[N:3]=[CH:4][CH:5]=1.Cl[C:14]([O:16][C:17]1[CH:22]=[CH:21][CH:20]=[CH:19][CH:18]=1)=[O:15]. The catalyst is CC#N.CCOC(C)=O. The product is [C:17]1([O:16][C:14](=[O:15])[NH:12][C:9]2[CH:10]=[N:11][C:6]([N:2]3[N:3]=[CH:4][CH:5]=[N:1]3)=[CH:7][CH:8]=2)[CH:22]=[CH:21][CH:20]=[CH:19][CH:18]=1. The yield is 0.930. (3) The product is [N+:1]([C:4]1[CH:5]=[CH:6][C:7]([CH2:8][CH:9]([CH2:16][C:17]2[CH:22]=[CH:21][C:20]([N+:23]([O-:25])=[O:24])=[CH:19][CH:18]=2)[C:10]([O:55][CH:45]2[CH2:46][CH2:47][C@@:48]3([CH3:49])[C:43](=[CH:42][CH2:41][C@@H:40]4[C@@H:50]3[CH2:51][CH2:52][C@@:53]3([CH3:54])[C@H:39]4[CH2:38][CH2:37][C@@H:36]3[C@H:34]([CH3:35])[CH2:33][CH2:32][CH2:31][CH:29]([CH3:28])[CH3:30])[CH2:44]2)=[O:11])=[CH:26][CH:27]=1)([O-:3])=[O:2]. The catalyst is CN(C)C1C=CN=CC=1.ClCCl. The yield is 0.830. The reactants are [N+:1]([C:4]1[CH:27]=[CH:26][C:7]([CH2:8][C:9]([CH2:16][C:17]2[CH:22]=[CH:21][C:20]([N+:23]([O-:25])=[O:24])=[CH:19][CH:18]=2)(C(O)=O)[C:10](O)=[O:11])=[CH:6][CH:5]=1)([O-:3])=[O:2].[CH3:28][CH:29]([CH2:31][CH2:32][CH2:33][C@H:34]([C@@H:36]1[C@:53]2([CH3:54])[C@H:39]([C@H:40]3[C@H:50]([CH2:51][CH2:52]2)[C@:48]2([CH3:49])[C:43]([CH2:44][C@@H:45]([OH:55])[CH2:46][CH2:47]2)=[CH:42][CH2:41]3)[CH2:38][CH2:37]1)[CH3:35])[CH3:30]. (4) The reactants are [CH3:1][N:2]([CH3:33])[C:3]1[C:8]([CH2:9][C:10]([O:12]C)=[O:11])=[CH:7][N:6]=[C:5]([CH2:14][C:15]2[CH:20]=[CH:19][C:18]([NH:21][C:22]([O:24][CH2:25][C:26]3[CH:31]=[CH:30][C:29]([F:32])=[CH:28][CH:27]=3)=[O:23])=[CH:17][CH:16]=2)[N:4]=1.[OH-].[Na+]. The catalyst is O1CCCC1.CO. The product is [CH3:33][N:2]([CH3:1])[C:3]1[C:8]([CH2:9][C:10]([OH:12])=[O:11])=[CH:7][N:6]=[C:5]([CH2:14][C:15]2[CH:16]=[CH:17][C:18]([NH:21][C:22]([O:24][CH2:25][C:26]3[CH:31]=[CH:30][C:29]([F:32])=[CH:28][CH:27]=3)=[O:23])=[CH:19][CH:20]=2)[N:4]=1. The yield is 0.800.